From a dataset of Catalyst prediction with 721,799 reactions and 888 catalyst types from USPTO. Predict which catalyst facilitates the given reaction. (1) Reactant: [Na].C(O[C:5](=O)[CH:6]([CH3:12])[C:7]([O:9]CC)=[O:8])C.[Br:14][C:15]1[CH:16]=[C:17]([C:20]([Br:23])=[CH:21][CH:22]=1)CBr.[OH-].[K+]. Product: [Br:14][C:15]1[CH:16]=[CH:17][C:20]([Br:23])=[CH:21][C:22]=1[CH2:5][CH:6]([CH3:12])[C:7]([OH:9])=[O:8]. The catalyst class is: 40. (2) Reactant: F[C:2]1[CH:3]=[C:4]([C:26](=[O:28])[CH3:27])[CH:5]=[CH:6][C:7]=1[N:8]1[CH2:13][CH2:12][N:11]([C:14](=[O:25])[C:15]2[CH:20]=[C:19]([N+:21]([O-:23])=[O:22])[CH:18]=[CH:17][C:16]=2F)[CH2:10][CH2:9]1.[CH3:29][N:30]1[CH2:35][CH2:34][NH:33][CH2:32][CH2:31]1.O. Product: [CH3:29][N:30]1[CH2:35][CH2:34][N:33]([C:16]2[CH:17]=[CH:18][C:19]([N+:21]([O-:23])=[O:22])=[CH:20][C:15]=2[C:14]([N:11]2[CH2:12][CH2:13][N:8]([C:7]3[CH:6]=[CH:5][C:4]([C:26](=[O:28])[CH3:27])=[CH:3][CH:2]=3)[CH2:9][CH2:10]2)=[O:25])[CH2:32][CH2:31]1. The catalyst class is: 1. (3) Reactant: [CH:1]1(B(O)O)[CH2:3][CH2:2]1.C(=O)([O-])[O-].[Na+].[Na+].C1(P(C2CCCCC2)C2C=CC=CC=2C2C(OC)=CC=CC=2OC)CCCCC1.[CH2:42]([O:44][C:45]1[CH:54]=[C:53](I)[CH:52]=[CH:51][C:46]=1[C:47]([O:49][CH3:50])=[O:48])[CH3:43]. Product: [CH:1]1([C:53]2[CH:52]=[CH:51][C:46]([C:47]([O:49][CH3:50])=[O:48])=[C:45]([O:44][CH2:42][CH3:43])[CH:54]=2)[CH2:3][CH2:2]1. The catalyst class is: 720. (4) Reactant: Br[C:2]1[CH:19]=[CH:18][C:5]([O:6][CH2:7][CH:8]([OH:17])[CH2:9][CH2:10][C:11]2[CH:16]=[CH:15][N:14]=[CH:13][CH:12]=2)=[CH:4][CH:3]=1.[F:20][C:21]1[CH:26]=[CH:25][C:24]([N+:27]([O-:29])=[O:28])=[CH:23][C:22]=1B(O)O.C1(C)C=CC=CC=1.C(=O)([O-])[O-].[Na+].[Na+]. Product: [F:20][C:21]1[CH:26]=[CH:25][C:24]([N+:27]([O-:29])=[O:28])=[CH:23][C:22]=1[C:2]1[CH:19]=[CH:18][C:5]([O:6][CH2:7][CH:8]([OH:17])[CH2:9][CH2:10][C:11]2[CH:16]=[CH:15][N:14]=[CH:13][CH:12]=2)=[CH:4][CH:3]=1. The catalyst class is: 63. (5) Reactant: [Br:1][C:2]1[N:6]([CH3:7])[N:5]=[CH:4][C:3]=1[C:8]1[N:9]=[N:10][NH:11][N:12]=1.[OH-].[K+].[CH3:15]I. Product: [Br:1][C:2]1[N:6]([CH3:7])[N:5]=[CH:4][C:3]=1[C:8]1[N:9]=[N:10][N:11]([CH3:15])[N:12]=1. The catalyst class is: 10. (6) Reactant: [CH3:1][C@@H:2]([CH2:6][CH2:7][CH2:8][C:9]1[CH:14]=[CH:13][CH:12]=[CH:11][CH:10]=1)[C:3]([OH:5])=[O:4].[CH2:15](O)[CH3:16]. Product: [CH3:1][C@@H:2]([CH2:6][CH2:7][CH2:8][C:9]1[CH:10]=[CH:11][CH:12]=[CH:13][CH:14]=1)[C:3]([O:5][CH2:15][CH3:16])=[O:4]. The catalyst class is: 65.